Dataset: Full USPTO retrosynthesis dataset with 1.9M reactions from patents (1976-2016). Task: Predict the reactants needed to synthesize the given product. (1) Given the product [NH2:8][C@@H:5]([CH2:4][C@H:3]([CH3:19])[C:2]([F:1])([F:20])[F:21])[CH2:6][OH:7], predict the reactants needed to synthesize it. The reactants are: [F:1][C:2]([F:21])([F:20])[C@@H:3]([CH3:19])[CH2:4][C@H:5]([NH:8]C(=O)OCC1C=CC=CC=1)[CH2:6][OH:7]. (2) Given the product [Br:12][CH2:11][C:9]([C:7]1[CH:6]=[CH:5][CH:4]=[C:3]([CH2:2][CH3:1])[CH:8]=1)=[O:10], predict the reactants needed to synthesize it. The reactants are: [CH3:1][CH2:2][C:3]1[CH:8]=[C:7]([C:9]([CH3:11])=[O:10])[CH:6]=[CH:5][CH:4]=1.[Br:12]Br. (3) Given the product [CH3:1][O:2][C:3]1[N:8]=[C:7]([C:9]([OH:11])=[O:10])[C:6]([NH:13][C:14]([C:16]2[C:25]3[C:20](=[CH:21][CH:22]=[CH:23][CH:24]=3)[C:19]([CH2:26][N:27]3[CH:31]=[CH:30][N:29]=[N:28]3)=[CH:18][CH:17]=2)=[O:15])=[N:5][C:4]=1[NH:32][CH2:33][CH:34]1[CH2:35][CH2:36][O:37][CH2:38][CH2:39]1, predict the reactants needed to synthesize it. The reactants are: [CH3:1][O:2][C:3]1[N:8]=[C:7]([C:9]([O:11]C)=[O:10])[C:6]([NH:13][C:14]([C:16]2[C:25]3[C:20](=[CH:21][CH:22]=[CH:23][CH:24]=3)[C:19]([CH2:26][N:27]3[CH:31]=[CH:30][N:29]=[N:28]3)=[CH:18][CH:17]=2)=[O:15])=[N:5][C:4]=1[NH:32][CH2:33][CH:34]1[CH2:39][CH2:38][O:37][CH2:36][CH2:35]1.[OH-].[Li+].C(O)(=O)C. (4) Given the product [Br:1][CH2:2][CH2:3][CH2:4][CH2:5][CH2:6][C:7]([O:9][CH3:14])=[O:8], predict the reactants needed to synthesize it. The reactants are: [Br:1][CH2:2][CH2:3][CH2:4][CH2:5][CH2:6][C:7]([OH:9])=[O:8].S(Cl)(Cl)=O.[CH3:14]O. (5) Given the product [NH:5]1[CH:1]=[C:2](/[CH:6]=[CH:7]/[C:8]([O:10][CH2:17][CH2:12][CH2:13][CH3:14])=[O:9])[N:3]=[CH:4]1.[C:12]1([CH3:22])[CH:13]=[CH:14][C:15]([S:18]([OH:21])(=[O:19])=[O:20])=[CH:16][CH:17]=1, predict the reactants needed to synthesize it. The reactants are: [CH:1]1[N:5]=[CH:4][NH:3][C:2]=1/[CH:6]=[CH:7]/[C:8]([OH:10])=[O:9].O.[C:12]1([CH3:22])[CH:17]=[CH:16][C:15]([S:18]([OH:21])(=[O:20])=[O:19])=[CH:14][CH:13]=1. (6) Given the product [CH2:1]([O:8][C:9]1[CH:18]=[CH:17][CH:16]=[C:15]2[C:10]=1[CH2:11][CH2:12][CH2:13][CH:14]2[C:19]([N:21]([CH2:22][C:23]1[CH:27]=[N:26][N:25]([CH2:37][CH:38]2[CH2:43][CH2:42][CH2:41][CH2:40][CH2:39]2)[CH:24]=1)[C:28]1[CH:33]=[CH:32][C:31]([O:34][CH3:35])=[CH:30][CH:29]=1)=[O:20])[C:2]1[CH:3]=[CH:4][CH:5]=[CH:6][CH:7]=1, predict the reactants needed to synthesize it. The reactants are: [CH2:1]([O:8][C:9]1[CH:18]=[CH:17][CH:16]=[C:15]2[C:10]=1[CH2:11][CH2:12][CH2:13][CH:14]2[C:19]([N:21]([C:28]1[CH:33]=[CH:32][C:31]([O:34][CH3:35])=[CH:30][CH:29]=1)[CH2:22][C:23]1[CH:24]=[N:25][NH:26][CH:27]=1)=[O:20])[C:2]1[CH:7]=[CH:6][CH:5]=[CH:4][CH:3]=1.Br[CH2:37][CH:38]1[CH2:43][CH2:42][CH2:41][CH2:40][CH2:39]1. (7) Given the product [F:1][C:2]1[CH:7]=[CH:6][C:5]([C:8]([C:10]2[CH:15]=[CH:14][C:13]([O:16][CH2:18][CH2:19][OH:20])=[CH:12][CH:11]=2)=[O:9])=[CH:4][CH:3]=1, predict the reactants needed to synthesize it. The reactants are: [F:1][C:2]1[CH:7]=[CH:6][C:5]([C:8]([C:10]2[CH:15]=[CH:14][C:13]([OH:16])=[CH:12][CH:11]=2)=[O:9])=[CH:4][CH:3]=1.Cl[CH2:18][CH2:19][OH:20].C(=O)([O-])[O-].[K+].[K+].[I-].[K+].Cl. (8) Given the product [CH:9]([O:8][C:4]1[CH:3]=[C:2](/[CH:16]=[CH:15]/[CH2:14][C@@H:13]([OH:17])[CH3:12])[CH:7]=[N:6][CH:5]=1)([CH3:11])[CH3:10], predict the reactants needed to synthesize it. The reactants are: Br[C:2]1[CH:3]=[C:4]([O:8][CH:9]([CH3:11])[CH3:10])[CH:5]=[N:6][CH:7]=1.[CH3:12][C@H:13]([OH:17])[CH2:14][CH:15]=[CH2:16].C(N(CC)CC)C.